This data is from Forward reaction prediction with 1.9M reactions from USPTO patents (1976-2016). The task is: Predict the product of the given reaction. (1) Given the reactants [CH:1]12CC(C=[CH:6]1)[CH2:3][CH:2]2[O:8][C:9]1[CH:18]=[N:17][C:16]2[C:11](=[CH:12][C:13]([O:21][CH3:22])=[C:14]([O:19][CH3:20])[CH:15]=2)[N:10]=1.C[N+]1([O-])CC[O:27]CC1.[C:31]([OH:35])([CH3:34])([CH3:33])C, predict the reaction product. The product is: [CH3:20][O:19][C:14]1[CH:15]=[C:16]2[C:11](=[CH:12][C:13]=1[O:21][CH3:22])[N:10]=[C:9]([O:8][CH:2]1[CH2:3][CH:34]3[CH2:6][CH:1]1[CH:33]([OH:27])[CH:31]3[OH:35])[CH:18]=[N:17]2. (2) Given the reactants [N:1]([O-:3])=O.[Na+].[O:5]=[C:6]([CH2:13][CH2:14][C:15]([O:17][CH2:18][CH3:19])=[O:16])[CH2:7][C:8]([O:10][CH2:11][CH3:12])=[O:9], predict the reaction product. The product is: [OH:3][N:1]=[C:7]([C:6](=[O:5])[CH2:13][CH2:14][C:15]([O:17][CH2:18][CH3:19])=[O:16])[C:8]([O:10][CH2:11][CH3:12])=[O:9]. (3) Given the reactants [NH2:1][C:2]1[CH:7]=[CH:6][CH:5]=[CH:4][C:3]=1[C:8]1[N:9]=[C:10]([NH:13][C:14](=[O:26])[CH2:15][O:16][C:17]2[C:22]([CH3:23])=[CH:21][C:20]([CH3:24])=[CH:19][C:18]=2[CH3:25])[NH:11][CH:12]=1.[C:27]([OH:30])(=[O:29])[CH3:28], predict the reaction product. The product is: [C:27]([O:30][C:15](=[O:16])[CH3:14])(=[O:29])[CH3:28].[NH2:1][C:2]1[CH:7]=[CH:6][CH:5]=[CH:4][C:3]=1[C:8]1[N:9]=[C:10]([NH:13][C:14](=[O:26])[CH2:15][O:16][C:17]2[C:18]([CH3:25])=[CH:19][C:20]([CH3:24])=[CH:21][C:22]=2[CH3:23])[NH:11][CH:12]=1.